From a dataset of Peptide-MHC class II binding affinity with 134,281 pairs from IEDB. Regression. Given a peptide amino acid sequence and an MHC pseudo amino acid sequence, predict their binding affinity value. This is MHC class II binding data. (1) The peptide sequence is PRSPTVFYNIPPMPLPPSQL. The MHC is HLA-DQA10301-DQB10302 with pseudo-sequence HLA-DQA10301-DQB10302. The binding affinity (normalized) is 0.424. (2) The peptide sequence is FTVQKGSDPKKLVLD. The MHC is HLA-DQA10101-DQB10501 with pseudo-sequence HLA-DQA10101-DQB10501. The binding affinity (normalized) is 0. (3) The peptide sequence is QNLARTISEAGQAMA. The MHC is HLA-DPA10201-DPB10501 with pseudo-sequence HLA-DPA10201-DPB10501. The binding affinity (normalized) is 0.179. (4) The peptide sequence is PAVKYIEPDMIVNAT. The MHC is DRB1_1201 with pseudo-sequence DRB1_1201. The binding affinity (normalized) is 0.205. (5) The peptide sequence is DVLREPHLYTFSFRN. The MHC is HLA-DQA10101-DQB10501 with pseudo-sequence HLA-DQA10101-DQB10501. The binding affinity (normalized) is 0.0729. (6) The peptide sequence is SGVAATESAYLAYRN. The MHC is DRB1_1501 with pseudo-sequence DRB1_1501. The binding affinity (normalized) is 0.634.